Task: Binary Classification. Given a miRNA mature sequence and a target amino acid sequence, predict their likelihood of interaction.. Dataset: Experimentally validated miRNA-target interactions with 360,000+ pairs, plus equal number of negative samples (1) The miRNA is mmu-miR-329-3p with sequence AACACACCCAGCUAACCUUUUU. The protein sequence of the target gene is MAERSGKITAGQAYIEVEYDYEYDAKDRKIVIRQGERYLLVKKTNDDWWQVRPDENSKAFYVPAQYVKEVTRKALMPPVKQATGLPNNSMKTIQSMHLQRSTENVNKMPELSSFGKPSSSVQGTGLIRDANQNFGSNYNSGQTLNLSLDLTHNNGKFNSDSHSPKVSSQNRTRLFGHFPGPEFLDIEKTSFSQEQSCDSAGEGSERIQQDSESGDELSSSSTEQMRATTPPNQGRPDSPVYANLQELKISQSALPPLPGSPAIQVNGEWETHKDSSGRCYYYNRTTQERTWKPPRWARDV.... Result: 1 (interaction). (2) The miRNA is hsa-miR-766-3p with sequence ACUCCAGCCCCACAGCCUCAGC. The protein sequence of the target gene is MGVLAAAARCLVRGADRMSKWTSKRGPRSFRGRKGRGAKGIGFLTSGWRFVQIKEMVPEFVVPDLTGFKLKPYVSYLAPESEETPLTAAQLFSEAVAPAIEKDFKDGTFDPDNLEKYGFEPTQEGKLFQLYPRNFLR. Result: 0 (no interaction).